This data is from Forward reaction prediction with 1.9M reactions from USPTO patents (1976-2016). The task is: Predict the product of the given reaction. (1) Given the reactants [Cl:1][C:2]1[CH:7]=[CH:6][C:5]([C:8]2[C:14]3[C:15]([CH3:19])=[C:16]([CH3:18])[S:17][C:13]=3[N:12]3[C:20]([CH3:23])=[N:21][N:22]=[C:11]3[C@@:10]3([CH2:25][C@H:24]3COC)[N:9]=2)=[CH:4][CH:3]=1.ClC1C=CC(C2C3C(C)=C(C)SC=3NC(=O)C3(CC3)N=2)=CC=1, predict the reaction product. The product is: [Cl:1][C:2]1[CH:3]=[CH:4][C:5]([C:8]2[C:14]3[C:15]([CH3:19])=[C:16]([CH3:18])[S:17][C:13]=3[N:12]3[C:20]([CH3:23])=[N:21][N:22]=[C:11]3[C:10]3([CH2:25][CH2:24]3)[N:9]=2)=[CH:6][CH:7]=1. (2) Given the reactants [CH3:1][O:2][C:3]([C:5]1[S:24][C:8]2[C:9]3[CH:10]=[CH:11][CH:12]=[C:13]([NH:16]C(OC(C)(C)C)=O)[C:14]=3[S:15][C:7]=2[C:6]=1[O:25][CH2:26][C:27]([O:29][CH2:30][CH3:31])=[O:28])=[O:4].FC(F)(F)C(O)=O, predict the reaction product. The product is: [CH3:1][O:2][C:3]([C:5]1[S:24][C:8]2[C:9]3[CH:10]=[CH:11][CH:12]=[C:13]([NH2:16])[C:14]=3[S:15][C:7]=2[C:6]=1[O:25][CH2:26][C:27]([O:29][CH2:30][CH3:31])=[O:28])=[O:4]. (3) Given the reactants P(Br)(Br)Br.[Br:5][C:6]1[C:11]([O:12][CH3:13])=[CH:10][CH:9]=[C:8]([CH2:14][CH3:15])[N+:7]=1[O-].[OH-].[Na+], predict the reaction product. The product is: [Br:5][C:6]1[C:11]([O:12][CH3:13])=[CH:10][CH:9]=[C:8]([CH2:14][CH3:15])[N:7]=1. (4) Given the reactants Cl.[Cl:2][CH2:3][CH2:4][CH:5]1[CH2:10][CH2:9][CH2:8][CH2:7][NH:6]1.[Br:11][C:12]1[CH:19]=[CH:18][C:15]([CH:16]=O)=[CH:14][CH:13]=1.[C-:20]#[N:21].[Na+], predict the reaction product. The product is: [Br:11][C:12]1[CH:19]=[CH:18][C:15]([CH:16]([N:6]2[CH2:7][CH2:8][CH2:9][CH2:10][CH:5]2[CH2:4][CH2:3][Cl:2])[C:20]#[N:21])=[CH:14][CH:13]=1. (5) Given the reactants C(N(CC)CC)C.[CH3:8][C@@H:9]1[NH:13][CH2:12][C@@H:11]([CH2:14][N:15]2[C:23]3[C:18](=[CH:19][C:20]([C:24]4[CH:25]=[N:26][N:27]([CH:29]5[CH2:34][CH2:33][CH2:32][CH2:31][O:30]5)[CH:28]=4)=[CH:21][CH:22]=3)[CH:17]=[CH:16]2)[CH2:10]1.[C:35]1([S:41](Cl)(=[O:43])=[O:42])[CH:40]=[CH:39][CH:38]=[CH:37][CH:36]=1.C(=O)(O)[O-].[Na+], predict the reaction product. The product is: [CH3:8][C@@H:9]1[N:13]([S:41]([C:35]2[CH:40]=[CH:39][CH:38]=[CH:37][CH:36]=2)(=[O:43])=[O:42])[CH2:12][C@@H:11]([CH2:14][N:15]2[C:23]3[C:18](=[CH:19][C:20]([C:24]4[CH:25]=[N:26][N:27]([CH:29]5[CH2:34][CH2:33][CH2:32][CH2:31][O:30]5)[CH:28]=4)=[CH:21][CH:22]=3)[CH:17]=[CH:16]2)[CH2:10]1.